Predict the reaction yield, written as a fraction of the theoretical maximum amount of product (1.0 means a 100% yield; for example, 0.34 means a 34% yield). From a dataset of Reaction yield outcomes from USPTO patents with 853,638 reactions. (1) The catalyst is O1CCCC1.[Fe](Cl)(Cl)Cl. The reactants are Cl[C:2]1[CH:7]=[C:6]([C:8]([F:11])([F:10])[F:9])[CH:5]=[C:4]([Cl:12])[N:3]=1.[CH3:13][Mg]Br.O. The product is [Cl:12][C:4]1[CH:5]=[C:6]([C:8]([F:11])([F:10])[F:9])[CH:7]=[C:2]([CH3:13])[N:3]=1. The yield is 0.720. (2) The reactants are [Br:1][C:2]1[S:6][C:5]([C:7]([NH:9][C:10]2[CH:15]=[C:14]([Cl:16])[CH:13]=[CH:12][C:11]=2[Cl:17])=[NH:8])=[CH:4][CH:3]=1.C(=O)(O)[O-].[Na+].Br[CH2:24][C:25](=[O:30])[C:26]([F:29])([F:28])[F:27]. No catalyst specified. The product is [Br:1][C:2]1[S:6][C:5]([C:7]2[N:9]([C:10]3[CH:15]=[C:14]([Cl:16])[CH:13]=[CH:12][C:11]=3[Cl:17])[CH2:24][C:25]([C:26]([F:29])([F:28])[F:27])([OH:30])[N:8]=2)=[CH:4][CH:3]=1. The yield is 0.990. (3) The reactants are CCCC[N+](CCCC)(CCCC)CCCC.[F-].[CH3:19][O:20][C:21]([C:23]1[C:24]([O:48][CH3:49])=[C:25]2[C:30](=[C:31]([O:37][Si](C(C)C)(C(C)C)C(C)C)[C:32]=1[C:33]([O:35][CH3:36])=[O:34])[N:29]=[CH:28][CH:27]=[CH:26]2)=[O:22].[C:50]1([C:56]([C:59]2[CH:64]=[CH:63][CH:62]=[CH:61][CH:60]=2)=[N+]=[N-])[CH:55]=[CH:54][CH:53]=[CH:52][CH:51]=1. The catalyst is C1COCC1. The product is [CH3:19][O:20][C:21]([C:23]1[C:24]([O:48][CH3:49])=[C:25]2[C:30](=[C:31]([O:37][CH:56]([C:50]3[CH:55]=[CH:54][CH:53]=[CH:52][CH:51]=3)[C:59]3[CH:64]=[CH:63][CH:62]=[CH:61][CH:60]=3)[C:32]=1[C:33]([O:35][CH3:36])=[O:34])[N:29]=[CH:28][CH:27]=[CH:26]2)=[O:22]. The yield is 0.610. (4) The reactants are [C:1]([O:5][C:6]([N:8]1[CH2:13][CH2:12][CH2:11][C@@H:10]([O:14][Si:15]([C:18]([CH3:21])([CH3:20])[CH3:19])([CH3:17])[CH3:16])[C@@H:9]1[CH2:22][OH:23])=[O:7])([CH3:4])([CH3:3])[CH3:2].C[N+]1([O-])CCOCC1. The catalyst is C(Cl)Cl.CCCCCC.CCC[N+](CCC)(CCC)CCC.[O-][Ru](=O)(=O)=O. The product is [C:1]([O:5][C:6]([N:8]1[CH2:13][CH2:12][CH2:11][C@@H:10]([O:14][Si:15]([C:18]([CH3:21])([CH3:20])[CH3:19])([CH3:17])[CH3:16])[C@H:9]1[CH:22]=[O:23])=[O:7])([CH3:4])([CH3:3])[CH3:2]. The yield is 0.900. (5) The reactants are CCN(C(C)C)C(C)C.[CH2:10]([O:17][C:18]1[CH:33]=[CH:32][C:21]([O:22][C:23]2[CH:31]=[CH:30][C:26]([C:27](O)=[O:28])=[CH:25][CH:24]=2)=[CH:20][CH:19]=1)[C:11]1[CH:16]=[CH:15][CH:14]=[CH:13][CH:12]=1.CCN=C=NCCCN(C)C.C1C=CC2N(O)N=NC=2C=1.[NH2:55][CH2:56][C:57]([N:59]1[CH2:64][CH2:63][N:62]([C:65](=[O:76])[C:66]2[CH:71]=[CH:70][CH:69]=[CH:68][C:67]=2[C:72]([F:75])([F:74])[F:73])[CH2:61][CH2:60]1)=[O:58].C(O)(C(F)(F)F)=O. The catalyst is CN(C=O)C.O. The product is [CH2:10]([O:17][C:18]1[CH:33]=[CH:32][C:21]([O:22][C:23]2[CH:24]=[CH:25][C:26]([C:27]([NH:55][CH2:56][C:57](=[O:58])[N:59]3[CH2:60][CH2:61][N:62]([C:65](=[O:76])[C:66]4[CH:71]=[CH:70][CH:69]=[CH:68][C:67]=4[C:72]([F:75])([F:73])[F:74])[CH2:63][CH2:64]3)=[O:28])=[CH:30][CH:31]=2)=[CH:20][CH:19]=1)[C:11]1[CH:12]=[CH:13][CH:14]=[CH:15][CH:16]=1. The yield is 0.800. (6) The reactants are Br[C:2]1[CH:3]=[CH:4][C:5]2[N:11]3[C:12]([CH3:15])=[N:13][N:14]=[C:10]3[CH2:9][N:8]=[C:7]([C:16]3[CH:21]=[CH:20][CH:19]=[CH:18][CH:17]=3)[C:6]=2[CH:22]=1.[CH3:23][Si:24]([C:27]#[CH:28])([CH3:26])[CH3:25].C(N=[N+]=[N-])C. The catalyst is CC([O-])=O.CC([O-])=O.C1C=CC(P(C2C=CC=CC=2)C2C=CC=CC=2)=CC=1.C1C=CC(P(C2C=CC=CC=2)C2C=CC=CC=2)=CC=1.[Pd+2].CC#N. The product is [CH3:23][Si:24]([C:27]#[C:28][C:2]1[CH:3]=[CH:4][C:5]2[N:11]3[C:12]([CH3:15])=[N:13][N:14]=[C:10]3[CH2:9][N:8]=[C:7]([C:16]3[CH:21]=[CH:20][CH:19]=[CH:18][CH:17]=3)[C:6]=2[CH:22]=1)([CH3:26])[CH3:25]. The yield is 0.600. (7) The reactants are [ClH:1].[CH2:2]([O:4][C:5](=[O:18])[CH:6]([OH:17])[CH2:7][O:8][C:9]1[CH:14]=[CH:13][C:12]([C:15]#[N:16])=[CH:11][CH:10]=1)C.[CH3:19][OH:20]. No catalyst specified. The product is [ClH:1].[CH3:2][O:4][C:5](=[O:18])[CH:6]([OH:17])[CH2:7][O:8][C:9]1[CH:14]=[CH:13][C:12]([C:15]([O:20][CH3:19])=[NH:16])=[CH:11][CH:10]=1. The yield is 0.940.